Predict the reactants needed to synthesize the given product. From a dataset of Full USPTO retrosynthesis dataset with 1.9M reactions from patents (1976-2016). (1) Given the product [ClH:8].[Br:1][C:2]1[CH:7]=[C:6]([Cl:8])[CH:5]=[C:4]([CH2:9][NH:10][NH2:11])[C:3]=1[OH:19], predict the reactants needed to synthesize it. The reactants are: [Br:1][C:2]1[C:3]([OH:19])=[C:4]([CH2:9][NH:10][NH:11]C(OC(C)(C)C)=O)[CH:5]=[C:6]([Cl:8])[CH:7]=1.Cl. (2) Given the product [OH:1][C@H:2]1[C@H:6]2[O:7][CH2:8][C@:3]1([CH2:27][O:28][C:35]([C:44]1[CH:49]=[CH:48][CH:47]=[CH:46][CH:45]=1)([C:36]1[CH:41]=[CH:40][C:39]([O:42][CH3:43])=[CH:38][CH:37]=1)[C:34]1[CH:33]=[CH:32][C:31]([O:30][CH3:29])=[CH:52][CH:51]=1)[O:4][C@H:5]2[N:9]1[CH:17]=[N:16][C:15]2[C:10]1=[N:11][CH:12]=[N:13][C:14]=2[NH:18][C:19](=[O:26])[C:20]1[CH:25]=[CH:24][CH:23]=[CH:22][CH:21]=1.[OH:1][C@H:2]1[C@H:6]2[O:7][CH2:8][C@:3]1([CH2:27][OH:28])[O:4][C@H:5]2[N:9]1[CH:17]=[N:16][C:15]2[C:10]1=[N:11][CH:12]=[N:13][C:14]=2[NH2:18], predict the reactants needed to synthesize it. The reactants are: [OH:1][C@H:2]1[C@H:6]2[O:7][CH2:8][C@:3]1([CH2:27][OH:28])[O:4][C@H:5]2[N:9]1[CH:17]=[N:16][C:15]2[C:10]1=[N:11][CH:12]=[N:13][C:14]=2[NH:18][C:19](=[O:26])[C:20]1[CH:25]=[CH:24][CH:23]=[CH:22][CH:21]=1.[CH3:29][O:30][C:31]1[CH:52]=[CH:51][C:34]([C:35](Cl)([C:44]2[CH:49]=[CH:48][CH:47]=[CH:46][CH:45]=2)[C:36]2[CH:41]=[CH:40][C:39]([O:42][CH3:43])=[CH:38][CH:37]=2)=[CH:33][CH:32]=1.C(=O)([O-])O.[Na+]. (3) Given the product [Cl:1][C:2]1[CH:7]=[C:6]([O:8][CH3:9])[CH:5]=[CH:4][C:3]=1[CH2:10][C:11]([Cl:16])=[O:13], predict the reactants needed to synthesize it. The reactants are: [Cl:1][C:2]1[CH:7]=[C:6]([O:8][CH3:9])[CH:5]=[CH:4][C:3]=1[CH2:10][C:11]([OH:13])=O.S(Cl)([Cl:16])=O. (4) The reactants are: [S:1]1[CH:5]=[CH:4][C:3]2[C:6]([N:10]3[CH2:15][CH2:14][N:13](C=O)[CH2:12][CH2:11]3)=[CH:7][CH:8]=[CH:9][C:2]1=2.[ClH:18].O1CCOCC1. Given the product [ClH:18].[S:1]1[CH:5]=[CH:4][C:3]2[C:6]([N:10]3[CH2:15][CH2:14][NH:13][CH2:12][CH2:11]3)=[CH:7][CH:8]=[CH:9][C:2]1=2, predict the reactants needed to synthesize it. (5) Given the product [CH3:25][C:24]([CH3:27])([CH3:26])[CH2:23][N:22]([CH3:21])[C:2]1[N:7]=[CH:6][N:5]=[C:4]([NH:8][C:9]2[CH:10]=[C:11]([CH:16]=[CH:17][C:18]=2[CH3:19])[C:12]([NH:14][CH3:15])=[O:13])[CH:3]=1, predict the reactants needed to synthesize it. The reactants are: Cl[C:2]1[N:7]=[CH:6][N:5]=[C:4]([NH:8][C:9]2[CH:10]=[C:11]([CH:16]=[CH:17][C:18]=2[CH3:19])[C:12]([NH:14][CH3:15])=[O:13])[CH:3]=1.Cl.[CH3:21][NH:22][CH2:23][C:24]([CH3:27])([CH3:26])[CH3:25].CCN(C(C)C)C(C)C. (6) Given the product [NH2:19][C:18]1[C:13]2[N:14]([C:10]([C:8]#[N:9])=[CH:11][N:12]=2)[CH2:15][C@:16]([C:28]2[CH:33]=[C:32]([NH:34][C:35]([C:37]3[CH:42]=[CH:41][C:40]([F:43])=[CH:39][N:38]=3)=[O:36])[CH:31]=[CH:30][C:29]=2[F:44])([CH3:27])[N:17]=1, predict the reactants needed to synthesize it. The reactants are: FC(F)(F)C(O)=O.[C:8]([C:10]1[N:14]2[CH2:15][C@:16]([C:28]3[CH:33]=[C:32]([NH:34][C:35]([C:37]4[CH:42]=[CH:41][C:40]([F:43])=[CH:39][N:38]=4)=[O:36])[CH:31]=[CH:30][C:29]=3[F:44])([CH3:27])[N:17]=[C:18]([NH:19]C(=O)OC(C)(C)C)[C:13]2=[N:12][CH:11]=1)#[N:9].